Dataset: Full USPTO retrosynthesis dataset with 1.9M reactions from patents (1976-2016). Task: Predict the reactants needed to synthesize the given product. (1) The reactants are: [NH2:1][C:2]1[CH:3]=[C:4]([C:8]2[N:9]=[CH:10][N:11]([C:13]([N:15]([CH:17]3[CH2:22][CH2:21][N:20]([CH2:23][C:24]4[CH:29]=[CH:28][CH:27]=[CH:26][CH:25]=4)[CH2:19][CH2:18]3)[CH3:16])=[O:14])[CH:12]=2)[CH:5]=[CH:6][CH:7]=1.C(N(CC)C(C)C)(C)C.[S:39](Cl)(=[O:42])(=[O:41])[NH2:40]. Given the product [CH2:23]([N:20]1[CH2:21][CH2:22][CH:17]([N:15]([CH3:16])[C:13]([N:11]2[CH:12]=[C:8]([C:4]3[CH:5]=[CH:6][CH:7]=[C:2]([NH:1][S:39](=[O:42])(=[O:41])[NH2:40])[CH:3]=3)[N:9]=[CH:10]2)=[O:14])[CH2:18][CH2:19]1)[C:24]1[CH:25]=[CH:26][CH:27]=[CH:28][CH:29]=1, predict the reactants needed to synthesize it. (2) Given the product [F:28][C:25]1[CH:26]=[CH:27][C:22]([CH2:21][N:14]2[C:15]3[C:20](=[CH:19][CH:18]=[CH:17][CH:16]=3)[C:12]3[CH2:11][CH:10]([C:8]([N:7]([CH2:6][CH2:5][C:4]([O:3][CH2:1][CH3:2])=[O:43])[CH2:38][C:39]([O:41][CH3:42])=[O:40])=[O:9])[NH:30][CH2:29][C:13]2=3)=[CH:23][CH:24]=1, predict the reactants needed to synthesize it. The reactants are: [CH2:1]([O:3][C:4](=[O:43])[CH2:5][CH2:6][N:7]([CH2:38][C:39]([O:41][CH3:42])=[O:40])[C:8]([CH:10]1[N:30](C(OC(C)(C)C)=O)[CH2:29][C:13]2[N:14]([CH2:21][C:22]3[CH:27]=[CH:26][C:25]([F:28])=[CH:24][CH:23]=3)[C:15]3[C:20]([C:12]=2[CH2:11]1)=[CH:19][CH:18]=[CH:17][CH:16]=3)=[O:9])[CH3:2].C(O)(C(F)(F)F)=O. (3) Given the product [Cl:29][C:30]1[CH:38]=[CH:37][C:33]([C:34]([NH:1][C:2]2[CH:16]=[CH:15][CH:14]=[CH:13][C:3]=2[C:4]([NH:6][CH2:7][CH2:8][CH2:9][C:10]([OH:12])=[O:11])=[O:5])=[O:35])=[C:32]([OH:39])[CH:31]=1, predict the reactants needed to synthesize it. The reactants are: [NH2:1][C:2]1[CH:16]=[CH:15][CH:14]=[CH:13][C:3]=1[C:4]([NH:6][CH2:7][CH2:8][CH2:9][C:10]([OH:12])=[O:11])=[O:5].C[Si](Cl)(C)C.C(N(CC)CC)C.[Cl:29][C:30]1[CH:38]=[CH:37][C:33]([C:34](Cl)=[O:35])=[C:32]([OH:39])[CH:31]=1.[OH-].[Na+].Cl.